From a dataset of NCI-60 drug combinations with 297,098 pairs across 59 cell lines. Regression. Given two drug SMILES strings and cell line genomic features, predict the synergy score measuring deviation from expected non-interaction effect. (1) Drug 1: C#CCC(CC1=CN=C2C(=N1)C(=NC(=N2)N)N)C3=CC=C(C=C3)C(=O)NC(CCC(=O)O)C(=O)O. Drug 2: C(CCl)NC(=O)N(CCCl)N=O. Cell line: HS 578T. Synergy scores: CSS=19.8, Synergy_ZIP=-0.403, Synergy_Bliss=-2.62, Synergy_Loewe=-2.71, Synergy_HSA=-2.94. (2) Synergy scores: CSS=27.5, Synergy_ZIP=-8.36, Synergy_Bliss=-8.07, Synergy_Loewe=-18.7, Synergy_HSA=-7.44. Drug 2: C1=CC=C(C=C1)NC(=O)CCCCCCC(=O)NO. Cell line: HCT116. Drug 1: C1=NC2=C(N=C(N=C2N1C3C(C(C(O3)CO)O)O)F)N. (3) Drug 1: CC1=CC2C(CCC3(C2CCC3(C(=O)C)OC(=O)C)C)C4(C1=CC(=O)CC4)C. Drug 2: CC(C1=C(C=CC(=C1Cl)F)Cl)OC2=C(N=CC(=C2)C3=CN(N=C3)C4CCNCC4)N. Cell line: UACC62. Synergy scores: CSS=6.73, Synergy_ZIP=-1.33, Synergy_Bliss=2.90, Synergy_Loewe=-1.64, Synergy_HSA=2.12. (4) Drug 1: C1=C(C(=O)NC(=O)N1)F. Drug 2: CC1=C2C(C(=O)C3(C(CC4C(C3C(C(C2(C)C)(CC1OC(=O)C(C(C5=CC=CC=C5)NC(=O)OC(C)(C)C)O)O)OC(=O)C6=CC=CC=C6)(CO4)OC(=O)C)O)C)O. Cell line: SK-MEL-28. Synergy scores: CSS=39.9, Synergy_ZIP=-0.234, Synergy_Bliss=-0.672, Synergy_Loewe=3.15, Synergy_HSA=5.86. (5) Drug 1: C(=O)(N)NO. Drug 2: CC1=C(C(=O)C2=C(C1=O)N3CC4C(C3(C2COC(=O)N)OC)N4)N. Cell line: EKVX. Synergy scores: CSS=7.43, Synergy_ZIP=-3.44, Synergy_Bliss=-0.488, Synergy_Loewe=-11.3, Synergy_HSA=-1.08. (6) Drug 1: CN1CCC(CC1)COC2=C(C=C3C(=C2)N=CN=C3NC4=C(C=C(C=C4)Br)F)OC. Drug 2: CC1=C(C=C(C=C1)C(=O)NC2=CC(=CC(=C2)C(F)(F)F)N3C=C(N=C3)C)NC4=NC=CC(=N4)C5=CN=CC=C5. Cell line: CAKI-1. Synergy scores: CSS=42.4, Synergy_ZIP=4.61, Synergy_Bliss=6.48, Synergy_Loewe=9.12, Synergy_HSA=11.0. (7) Drug 1: CC1=C(C=C(C=C1)C(=O)NC2=CC(=CC(=C2)C(F)(F)F)N3C=C(N=C3)C)NC4=NC=CC(=N4)C5=CN=CC=C5. Drug 2: CCC1=C2CN3C(=CC4=C(C3=O)COC(=O)C4(CC)O)C2=NC5=C1C=C(C=C5)O. Cell line: MDA-MB-435. Synergy scores: CSS=9.02, Synergy_ZIP=-0.848, Synergy_Bliss=2.89, Synergy_Loewe=-18.0, Synergy_HSA=-2.88. (8) Drug 1: CCCCCOC(=O)NC1=NC(=O)N(C=C1F)C2C(C(C(O2)C)O)O. Drug 2: C1=CC=C(C=C1)NC(=O)CCCCCCC(=O)NO. Cell line: SR. Synergy scores: CSS=13.4, Synergy_ZIP=1.47, Synergy_Bliss=-2.03, Synergy_Loewe=-61.7, Synergy_HSA=-5.61.